From a dataset of Orexin1 receptor HTS with 218,158 compounds and 233 confirmed actives. Binary Classification. Given a drug SMILES string, predict its activity (active/inactive) in a high-throughput screening assay against a specified biological target. (1) The drug is O(c1c(OC)cc(cc1)/C=N\N(c1ccccc1)C)CC. The result is 0 (inactive). (2) The compound is O=C1N(c2c(C31N=c1c(=N3)cccc1)cccc2)C. The result is 1 (active).